Dataset: Full USPTO retrosynthesis dataset with 1.9M reactions from patents (1976-2016). Task: Predict the reactants needed to synthesize the given product. (1) Given the product [ClH:35].[C:1]1([N:7]([CH2:29][C:30]([O:32][CH2:33][CH3:34])=[O:31])[C:8]([C:10]2[CH:11]=[CH:12][C:13]3[S:17][C:16]([CH2:18][NH:19][C:20]4[CH:25]=[CH:24][C:23]([C:26](=[NH:43])[NH2:27])=[CH:22][CH:21]=4)=[N:15][C:14]=3[CH:28]=2)=[O:9])[CH:6]=[CH:5][CH:4]=[CH:3][CH:2]=1, predict the reactants needed to synthesize it. The reactants are: [C:1]1([N:7]([CH2:29][C:30]([O:32][CH2:33][CH3:34])=[O:31])[C:8]([C:10]2[CH:11]=[CH:12][C:13]3[S:17][C:16]([CH2:18][NH:19][C:20]4[CH:25]=[CH:24][C:23]([C:26]#[N:27])=[CH:22][CH:21]=4)=[N:15][C:14]=3[CH:28]=2)=[O:9])[CH:6]=[CH:5][CH:4]=[CH:3][CH:2]=1.[ClH:35].C(O)C.C(=O)([O-])[O-].[NH4+:43].[NH4+]. (2) Given the product [Cl:1][C:2]1[CH:3]=[C:4]([CH:10]=[CH:11][C:12]=1[N:13]1[CH:18]([CH3:19])[CH2:17][O:16][CH2:15][C:14]1=[O:20])[C:5]([OH:7])=[O:6], predict the reactants needed to synthesize it. The reactants are: [Cl:1][C:2]1[CH:3]=[C:4]([CH:10]=[CH:11][C:12]=1[N:13]1[CH:18]([CH3:19])[CH2:17][O:16][CH2:15][C:14]1=[O:20])[C:5]([O:7]CC)=[O:6].[OH-].[Li+]. (3) The reactants are: [CH2:1]([C:3]1[CH:4]=[N:5][C:6]2[C:11]([CH:12]=1)=[CH:10][CH:9]=[CH:8][CH:7]=2)[CH3:2].[BH3-]C#N.[Na+].B(F)(F)F.CCOCC.C([O-])(O)=O.[Na+]. Given the product [CH2:1]([C:3]1[CH2:4][NH:5][C:6]2[C:11]([CH:12]=1)=[CH:10][CH:9]=[CH:8][CH:7]=2)[CH3:2], predict the reactants needed to synthesize it. (4) Given the product [NH:1]1[C:9]2[C:4](=[C:5]([C:10]3[N:11]=[C:12]([N:22]4[CH2:23][CH2:24][O:25][CH2:26][CH2:27]4)[C:13]4[S:18][C:17]([C:19]([N:30]([CH3:31])[CH3:29])=[O:20])=[CH:16][C:14]=4[N:15]=3)[CH:6]=[CH:7][CH:8]=2)[CH:3]=[N:2]1, predict the reactants needed to synthesize it. The reactants are: [NH:1]1[C:9]2[C:4](=[C:5]([C:10]3[N:11]=[C:12]([N:22]4[CH2:27][CH2:26][O:25][CH2:24][CH2:23]4)[C:13]4[S:18][C:17]([C:19](O)=[O:20])=[CH:16][C:14]=4[N:15]=3)[CH:6]=[CH:7][CH:8]=2)[CH:3]=[N:2]1.Cl.[CH3:29][NH:30][CH3:31]. (5) Given the product [CH3:1][O:2][C:3]1[CH:4]=[C:5]2[C:10](=[CH:11][C:12]=1[O:13][CH3:14])[N:9]=[CH:8][CH:7]=[C:6]2[CH2:15][N:16]1[CH2:25][CH2:24][C:23]2[C:22]([C:26]([NH:35][C:34]3[CH:36]=[CH:37][C:31]([F:30])=[C:32]([C:38]([F:41])([F:39])[F:40])[CH:33]=3)=[O:27])=[CH:21][CH:20]=[CH:19][C:18]=2[C:17]1=[O:29], predict the reactants needed to synthesize it. The reactants are: [CH3:1][O:2][C:3]1[CH:4]=[C:5]2[C:10](=[CH:11][C:12]=1[O:13][CH3:14])[N:9]=[CH:8][CH:7]=[C:6]2[CH2:15][N:16]1[CH2:25][CH2:24][C:23]2[C:22]([C:26](Cl)=[O:27])=[CH:21][CH:20]=[CH:19][C:18]=2[C:17]1=[O:29].[F:30][C:31]1[CH:37]=[CH:36][C:34]([NH2:35])=[CH:33][C:32]=1[C:38]([F:41])([F:40])[F:39].C(N(CC)C(C)C)(C)C. (6) Given the product [C:11]([O:10][C:8](=[O:9])[CH2:7][CH:6]([C:15](=[O:31])[NH:16][CH2:17][CH2:18][C:19]1[CH:24]=[CH:23][C:22]([C:25]2[CH:30]=[CH:29][CH:28]=[CH:27][CH:26]=2)=[CH:21][CH:20]=1)[CH2:5][C:4]([OH:32])=[O:3])([CH3:14])([CH3:12])[CH3:13], predict the reactants needed to synthesize it. The reactants are: C([O:3][C:4](=[O:32])[CH2:5][CH:6]([C:15](=[O:31])[NH:16][CH2:17][CH2:18][C:19]1[CH:24]=[CH:23][C:22]([C:25]2[CH:30]=[CH:29][CH:28]=[CH:27][CH:26]=2)=[CH:21][CH:20]=1)[CH2:7][C:8]([O:10][C:11]([CH3:14])([CH3:13])[CH3:12])=[O:9])C.[OH-].[Na+]. (7) Given the product [F:16][C:17]1[CH:30]=[C:29]([F:31])[CH:28]=[CH:27][C:18]=1[CH2:19][C:20]1([OH:26])[CH2:25][CH2:24][N:23]([C:8]([C:7]2[CH:11]=[CH:12][CH:13]=[CH:14][C:6]=2[C:5]2[O:1][CH:2]=[N:3][CH:4]=2)=[O:10])[CH2:22][CH2:21]1, predict the reactants needed to synthesize it. The reactants are: [O:1]1[C:5]([C:6]2[CH:14]=[CH:13][CH:12]=[CH:11][C:7]=2[C:8]([OH:10])=O)=[CH:4][N:3]=[CH:2]1.Cl.[F:16][C:17]1[CH:30]=[C:29]([F:31])[CH:28]=[CH:27][C:18]=1[CH2:19][C:20]1([OH:26])[CH2:25][CH2:24][NH:23][CH2:22][CH2:21]1.CN(C(ON1N=NC2C=CC=NC1=2)=[N+](C)C)C.F[P-](F)(F)(F)(F)F.C(N(CC)CC)C. (8) Given the product [N:1]1([S:11]([C:14]2[CH:15]=[CH:16][C:17]([C:18]([NH:31][C:29]3[S:30][C:26]4[CH:25]=[C:24]([F:23])[CH:33]=[CH:32][C:27]=4[N:28]=3)=[O:19])=[CH:21][CH:22]=2)(=[O:12])=[O:13])[C:2]2[C:7](=[CH:6][CH:5]=[CH:4][CH:3]=2)[CH2:8][CH2:9][CH2:10]1, predict the reactants needed to synthesize it. The reactants are: [N:1]1([S:11]([C:14]2[CH:22]=[CH:21][C:17]([C:18](O)=[O:19])=[CH:16][CH:15]=2)(=[O:13])=[O:12])[C:10]2[C:5](=[CH:6][CH:7]=[CH:8][CH:9]=2)[CH2:4][CH2:3][CH2:2]1.[F:23][C:24]1[CH:33]=[CH:32][C:27]2[N:28]=[C:29]([NH2:31])[S:30][C:26]=2[CH:25]=1.